This data is from Experimentally validated miRNA-target interactions with 360,000+ pairs, plus equal number of negative samples. The task is: Binary Classification. Given a miRNA mature sequence and a target amino acid sequence, predict their likelihood of interaction. (1) The miRNA is hsa-miR-711 with sequence GGGACCCAGGGAGAGACGUAAG. The protein sequence of the target gene is MINTQDSSILPLSNCPQLQCCRHIVPGPLWCSDAPHPLSKIPGGRGGGRDPSLSALIYKDEKLTVTQDLPVNDGKPHIVHFQYEVTEVKVSSWDAVLSSQSLFVEIPDGLLADGSKEGLLALLEFAEEKMKVNYVFICFRKGREDRAPLLKTFSFLGFEIVRPGHPCVPSRPDVMFMVYPLDQNLSDED. Result: 1 (interaction). (2) The miRNA is hsa-miR-5009-3p with sequence UCCUAAAUCUGAAAGUCCAAAA. The protein sequence of the target gene is MAEKRHTRDSEAQRLPDSFKDSPSKGLGPCGWILVAFSFLFTVITFPISIWMCIKIIKEYERAIIFRLGRILQGGAKGPGLFFILPCTDSFIKVDMRTISFDIPPQEILTKDSVTISVDGVVYYRVQNATLAVANITNADSATRLLAQTTLRNVLGTKNLSQILSDREEIAHNMQSTLDDATDAWGIKVERVEIKDVKLPVQLQRAMAAEAEASREARAKVIAAEGEMNASRALKEASMVITESPAALQLRYLQTLTTIAAEKNSTIVFPLPIDMLQGIIGAKHSHLG. Result: 1 (interaction). (3) The miRNA is mmu-miR-3100-5p with sequence UUGGGAACGGGGUGUCUUUGGGA. The protein sequence of the target gene is MSRQTATALPTGTSKCPPSQRVPALTGTTASNNDLASLFECPVCFDYVLPPILQCQSGHLVCSNCRPKLTCCPTCRGPLGSIRNLAMEKVANSVLFPCKYASSGCEITLPHTEKADHEELCEFRPYSCPCPGASCKWQGSLDAVMPHLMHQHKSITTLQGEDIVFLATDINLPGAVDWVMMQSCFGFHFMLVLEKQEKYDGHQQFFAIVQLIGTRKQAENFAYRLELNGHRRRLTWEATPRSIHEGIATAIMNSDCLVFDTSIAQLFAENGNLGINVTISMC. Result: 0 (no interaction). (4) The miRNA is mmu-miR-409-3p with sequence GAAUGUUGCUCGGUGAACCCCU. The protein sequence of the target gene is MRSPRTFTFYFLLLVICSSEAALSTPTEPIVQPSILQEHELAGEELLRPKRAAAAGDRVAEEYMVDIEISFENVSFLESIRAHLNNLSFPIRGTEADILNIAMTTVCTPAGNDLLCFCEKGYQWSEERCLHSLTCQDYDSALPGGYCSCLKGLPPQGPFCQLPEAFITLKLKVRLNIGFQEDLKNTSSALYRSYKTDLERAFRAGYRTLPGFRSVTVTQFTKGSVVVNYVVRVTSAPLPGSIHKANEQVIQNLNHTYKMDYNSFQGTPSNETKFTVIPEFIFEGDNVTLECETEFVTSNT.... Result: 1 (interaction).